Dataset: Full USPTO retrosynthesis dataset with 1.9M reactions from patents (1976-2016). Task: Predict the reactants needed to synthesize the given product. (1) Given the product [CH:1]1([S:4]([C:7]2[CH:8]=[CH:9][C:10]([CH:13]([C:21]3[NH:25][C:24]([C:26]4[N:31]=[CH:30][C:29]([CH:32]([OH:33])[CH:35]([CH3:36])[CH3:34])=[CH:28][CH:27]=4)=[CH:23][CH:22]=3)[CH2:14][CH:15]3[CH2:16][CH2:17][O:18][CH2:19][CH2:20]3)=[CH:11][CH:12]=2)(=[O:6])=[O:5])[CH2:3][CH2:2]1, predict the reactants needed to synthesize it. The reactants are: [CH:1]1([S:4]([C:7]2[CH:12]=[CH:11][C:10]([CH:13]([C:21]3[NH:25][C:24]([C:26]4[N:31]=[CH:30][C:29]([CH:32]=[O:33])=[CH:28][CH:27]=4)=[CH:23][CH:22]=3)[CH2:14][CH:15]3[CH2:20][CH2:19][O:18][CH2:17][CH2:16]3)=[CH:9][CH:8]=2)(=[O:6])=[O:5])[CH2:3][CH2:2]1.[CH3:34][CH2:35][CH2:36][Mg]Br.O. (2) Given the product [CH:1]1[C:11]2=[C:12]3[C:7](=[CH:8][CH:9]=[CH:10]2)[CH2:6][CH2:5][CH2:4][N:3]3[CH:2]=1, predict the reactants needed to synthesize it. The reactants are: [CH2:1]1[C:11]2=[C:12]3[C:7](=[CH:8][CH:9]=[CH:10]2)[CH2:6][CH2:5][CH2:4][N:3]3[C:2]1=O.O1CCCC1.[H-].C([Al+]CC(C)C)C(C)C.C1(C)C=CC=CC=1.Cl. (3) Given the product [Cl-:8].[OH:13][CH:10]([CH2:11][OH:12])[CH2:9][N+:5]1[CH:6]=[CH:7][N:3]([CH2:1][CH3:2])[CH:4]=1, predict the reactants needed to synthesize it. The reactants are: [CH2:1]([N:3]1[CH:7]=[CH:6][N:5]=[CH:4]1)[CH3:2].[Cl:8][CH2:9][CH:10]([OH:13])[CH2:11][OH:12]. (4) The reactants are: C([N:4]([C:17](=[O:19])[CH3:18])[C@H:5]([C:14]([OH:16])=[O:15])[CH2:6][C:7]1[CH:12]=[CH:11][C:10]([OH:13])=[CH:9][CH:8]=1)(C)C.C(=O)([O-])[O-].[K+].[K+].CS(O[CH2:31][CH2:32][C:33]1[CH:38]=[CH:37][C:36]([CH2:39][CH3:40])=[CH:35][N:34]=1)(=O)=O.[CH:41](O)([CH3:43])[CH3:42]. Given the product [C:17]([NH:4][CH:5]([CH2:6][C:7]1[CH:8]=[CH:9][C:10]([O:13][CH2:31][CH2:32][C:33]2[CH:38]=[CH:37][C:36]([CH2:39][CH3:40])=[CH:35][N:34]=2)=[CH:11][CH:12]=1)[C:14]([O:16][CH:41]([CH3:43])[CH3:42])=[O:15])(=[O:19])[CH3:18], predict the reactants needed to synthesize it. (5) Given the product [Br:1][C:2]1[CH:7]=[CH:6][C:5]([Cl:8])=[CH:4][C:3]=1[C:9]1([CH3:10])[O:14][CH2:13][CH2:12][O:11]1, predict the reactants needed to synthesize it. The reactants are: [Br:1][C:2]1[CH:7]=[CH:6][C:5]([Cl:8])=[CH:4][C:3]=1[C:9](=[O:11])[CH3:10].[CH2:12](O)[CH2:13][OH:14].CC1C=CC(S(O)(=O)=O)=CC=1.C([O-])([O-])=O.[K+].[K+]. (6) Given the product [Cl:1][C:2]1[CH:7]=[C:6]([O:8][CH3:9])[CH:5]=[CH:4][C:3]=1[CH2:10][C:11]([C:28]1[CH:29]=[CH:30][C:25]2[O:24][CH2:23][C:22](=[O:31])[N:21]([CH3:20])[C:26]=2[CH:27]=1)=[O:13], predict the reactants needed to synthesize it. The reactants are: [Cl:1][C:2]1[CH:7]=[C:6]([O:8][CH3:9])[CH:5]=[CH:4][C:3]=1[CH2:10][C:11]([OH:13])=O.C(Cl)(=O)C(Cl)=O.[CH3:20][N:21]1[C:26]2[CH:27]=[CH:28][CH:29]=[CH:30][C:25]=2[O:24][CH2:23][C:22]1=[O:31].[Al+3].[Cl-].[Cl-].[Cl-].Cl.